Task: Predict the reactants needed to synthesize the given product.. Dataset: Full USPTO retrosynthesis dataset with 1.9M reactions from patents (1976-2016) (1) The reactants are: [CH3:1][O:2][C:3]([C:5]1[NH:6][C:7](=[O:22])[C:8]2[C:13]([C:14]=1[C:15]1[CH:20]=[CH:19][CH:18]=[CH:17][CH:16]=1)=[CH:12][C:11]([Br:21])=[CH:10][CH:9]=2)=[O:4].[H-].[Na+].[Cl:25][C:26]1[CH:31]=[CH:30][C:29]([CH2:32]Cl)=[CH:28][N:27]=1.O. Given the product [CH3:1][O:2][C:3]([C:5]1[N:6]([CH2:32][C:29]2[CH:28]=[N:27][C:26]([Cl:25])=[CH:31][CH:30]=2)[C:7](=[O:22])[C:8]2[C:13]([C:14]=1[C:15]1[CH:20]=[CH:19][CH:18]=[CH:17][CH:16]=1)=[CH:12][C:11]([Br:21])=[CH:10][CH:9]=2)=[O:4], predict the reactants needed to synthesize it. (2) Given the product [F:1][C:2]1[C:9]([O:10][CH3:11])=[CH:8][CH:7]=[C:6]([C:20]2[CH:21]=[CH:22][O:18][CH:19]=2)[C:3]=1[C:4]#[N:5], predict the reactants needed to synthesize it. The reactants are: [F:1][C:2]1[C:9]([O:10][CH3:11])=[CH:8][CH:7]=[C:6](I)[C:3]=1[C:4]#[N:5].CC([O-])=O.[K+].[O:18]1[CH:22]=[CH:21][C:20](B(O)O)=[CH:19]1. (3) Given the product [Br:1][C:2]1[CH:7]=[C:6]([N+:8]([O-:10])=[O:9])[CH:5]=[C:4]([N+:11]([O-:13])=[O:12])[C:3]=1[S:15][C:16]#[N:17], predict the reactants needed to synthesize it. The reactants are: [Br:1][C:2]1[CH:7]=[C:6]([N+:8]([O-:10])=[O:9])[CH:5]=[C:4]([N+:11]([O-:13])=[O:12])[C:3]=1Br.[S-:15][C:16]#[N:17].[K+]. (4) The reactants are: [F:1][C:2]1[CH:3]=[C:4]([CH:41]=[C:42]([F:44])[CH:43]=1)[CH2:5][N:6]1[CH:10]=[C:9]([C:11]2[C:19]3[C:14](=[N:15][CH:16]=[C:17]([C:20]4[CH:21]=[C:22]([NH:26][S:27]([CH3:30])(=[O:29])=[O:28])[CH:23]=[CH:24][CH:25]=4)[CH:18]=3)[N:13](S(C3C=CC(C)=CC=3)(=O)=O)[CH:12]=2)[CH:8]=[N:7]1.[OH-].[Li+]. Given the product [F:44][C:42]1[CH:41]=[C:4]([CH:3]=[C:2]([F:1])[CH:43]=1)[CH2:5][N:6]1[CH:10]=[C:9]([C:11]2[C:19]3[C:14](=[N:15][CH:16]=[C:17]([C:20]4[CH:21]=[C:22]([NH:26][S:27]([CH3:30])(=[O:28])=[O:29])[CH:23]=[CH:24][CH:25]=4)[CH:18]=3)[NH:13][CH:12]=2)[CH:8]=[N:7]1, predict the reactants needed to synthesize it.